This data is from Catalyst prediction with 721,799 reactions and 888 catalyst types from USPTO. The task is: Predict which catalyst facilitates the given reaction. (1) Reactant: [C:1]([O:5][C:6](=[O:20])[NH:7][C@H:8]([CH:11]1[CH2:16][CH2:15][NH:14][CH:13]([C:17](=[O:19])[NH2:18])[CH2:12]1)[CH2:9][CH3:10])([CH3:4])([CH3:3])[CH3:2].CCN(C(C)C)C(C)C.[CH2:30]([O:37][C:38](Cl)=[O:39])[C:31]1[CH:36]=[CH:35][CH:34]=[CH:33][CH:32]=1. Product: [CH2:30]([O:37][C:38]([N:14]1[CH2:15][CH2:16][CH:11]([C@@H:8]([NH:7][C:6]([O:5][C:1]([CH3:2])([CH3:3])[CH3:4])=[O:20])[CH2:9][CH3:10])[CH2:12][CH:13]1[C:17](=[O:19])[NH2:18])=[O:39])[C:31]1[CH:36]=[CH:35][CH:34]=[CH:33][CH:32]=1. The catalyst class is: 2. (2) Reactant: [Cl:1][C:2]1[CH:7]=[CH:6][C:5]([C:8]2([OH:35])[CH2:13][CH2:12][N:11]([CH2:14][CH2:15][CH:16]=[C:17]3[C:23]4[CH:24]=[CH:25][CH:26]=[N:27][C:22]=4[CH2:21][O:20][C:19]4[CH:28]=[CH:29][C:30]([OH:32])=[CH:31][C:18]3=4)[CH2:10][C:9]2([CH3:34])[CH3:33])=[CH:4][CH:3]=1.[H-].[Na+].Br[CH2:39][CH2:40][O:41][C:42](=[O:44])[CH3:43]. Product: [Cl:1][C:2]1[CH:7]=[CH:6][C:5]([C:8]2([OH:35])[CH2:13][CH2:12][N:11]([CH2:14][CH2:15][CH:16]=[C:17]3[C:23]4[CH:24]=[CH:25][CH:26]=[N:27][C:22]=4[CH2:21][O:20][C:19]4[CH:28]=[CH:29][C:30]([O:32][CH2:39][CH2:40][O:41][C:42](=[O:44])[CH3:43])=[CH:31][C:18]3=4)[CH2:10][C:9]2([CH3:33])[CH3:34])=[CH:4][CH:3]=1. The catalyst class is: 9. (3) Reactant: [CH3:1][O:2][C:3]1[CH:17]=[C:16]([CH3:18])[C:6]2[C:7]([C:10]3[CH:15]=[CH:14][CH:13]=[CH:12][CH:11]=3)=[CH:8][O:9][C:5]=2[CH:4]=1.[Li]CCCC.[CH3:24][Si:25](Cl)([CH3:27])[CH3:26]. Product: [CH3:1][O:2][C:3]1[CH:17]=[C:16]([CH3:18])[C:6]2[C:7]([C:10]3[CH:15]=[CH:14][CH:13]=[CH:12][CH:11]=3)=[C:8]([Si:25]([CH3:27])([CH3:26])[CH3:24])[O:9][C:5]=2[CH:4]=1. The catalyst class is: 1. (4) Reactant: C([O:9][C@H:10]1[C@:14]([F:16])([CH3:15])[C@H:13]([N:17]2[CH:25]=[N:24][C:23]3[C:18]2=[N:19][C:20]([NH2:27])=[N:21][C:22]=3Cl)[O:12][C@@H:11]1[CH2:28][O:29]C(=O)C1C=CC=CC=1)(=O)C1C=CC=CC=1.[CH3:38][OH:39].C[O-].[Na+]. Product: [NH2:27][C:20]1[N:19]=[C:18]2[C:23]([N:24]=[CH:25][N:17]2[C@@H:13]2[O:12][C@H:11]([CH2:28][OH:29])[C@@H:10]([OH:9])[C@:14]2([F:16])[CH3:15])=[C:22]([O:39][CH3:38])[N:21]=1. The catalyst class is: 15.